Dataset: NCI-60 drug combinations with 297,098 pairs across 59 cell lines. Task: Regression. Given two drug SMILES strings and cell line genomic features, predict the synergy score measuring deviation from expected non-interaction effect. (1) Drug 1: CC1C(C(CC(O1)OC2CC(CC3=C2C(=C4C(=C3O)C(=O)C5=C(C4=O)C(=CC=C5)OC)O)(C(=O)C)O)N)O.Cl. Drug 2: CC1=C(C=C(C=C1)NC(=O)C2=CC=C(C=C2)CN3CCN(CC3)C)NC4=NC=CC(=N4)C5=CN=CC=C5. Cell line: HS 578T. Synergy scores: CSS=12.2, Synergy_ZIP=-5.82, Synergy_Bliss=-3.76, Synergy_Loewe=-12.5, Synergy_HSA=-4.35. (2) Drug 1: CC1=CC=C(C=C1)C2=CC(=NN2C3=CC=C(C=C3)S(=O)(=O)N)C(F)(F)F. Drug 2: C1CN1P(=S)(N2CC2)N3CC3. Cell line: OVCAR-4. Synergy scores: CSS=-0.978, Synergy_ZIP=-0.484, Synergy_Bliss=-1.08, Synergy_Loewe=-1.94, Synergy_HSA=-1.92. (3) Drug 1: CC1C(C(=O)NC(C(=O)N2CCCC2C(=O)N(CC(=O)N(C(C(=O)O1)C(C)C)C)C)C(C)C)NC(=O)C3=C4C(=C(C=C3)C)OC5=C(C(=O)C(=C(C5=N4)C(=O)NC6C(OC(=O)C(N(C(=O)CN(C(=O)C7CCCN7C(=O)C(NC6=O)C(C)C)C)C)C(C)C)C)N)C. Drug 2: C1CN1C2=NC(=NC(=N2)N3CC3)N4CC4. Cell line: T-47D. Synergy scores: CSS=16.3, Synergy_ZIP=-7.86, Synergy_Bliss=-5.46, Synergy_Loewe=-4.01, Synergy_HSA=-3.94. (4) Drug 1: C1CCC(C(C1)N)N.C(=O)(C(=O)[O-])[O-].[Pt+4]. Drug 2: C(CCl)NC(=O)N(CCCl)N=O. Cell line: MCF7. Synergy scores: CSS=16.3, Synergy_ZIP=-5.16, Synergy_Bliss=-0.316, Synergy_Loewe=-20.1, Synergy_HSA=-2.61. (5) Drug 1: CC1C(C(CC(O1)OC2CC(CC3=C2C(=C4C(=C3O)C(=O)C5=C(C4=O)C(=CC=C5)OC)O)(C(=O)CO)O)N)O.Cl. Drug 2: CC1C(C(CC(O1)OC2CC(CC3=C2C(=C4C(=C3O)C(=O)C5=C(C4=O)C(=CC=C5)OC)O)(C(=O)CO)O)N)O.Cl. Cell line: NCI/ADR-RES. Synergy scores: CSS=7.97, Synergy_ZIP=-5.42, Synergy_Bliss=-3.80, Synergy_Loewe=-2.67, Synergy_HSA=-2.43.